From a dataset of Full USPTO retrosynthesis dataset with 1.9M reactions from patents (1976-2016). Predict the reactants needed to synthesize the given product. Given the product [CH2:1]([O:3][C:4]([C:6]1[CH:11]=[CH:10][CH:9]=[C:8]([S:12][C:13]2[C:21]3[C:16](=[CH:17][C:18]([Cl:22])=[CH:19][CH:20]=3)[N:15]([C:25]3[CH:26]=[N:27][N:28]([CH3:30])[CH:29]=3)[C:14]=2[CH3:23])[N:7]=1)=[O:5])[CH3:2], predict the reactants needed to synthesize it. The reactants are: [CH2:1]([O:3][C:4]([C:6]1[CH:11]=[CH:10][CH:9]=[C:8]([S:12][C:13]2[C:21]3[C:16](=[CH:17][C:18]([Cl:22])=[CH:19][CH:20]=3)[NH:15][C:14]=2[CH3:23])[N:7]=1)=[O:5])[CH3:2].Br[C:25]1[CH:26]=[N:27][N:28]([CH3:30])[CH:29]=1.